This data is from Full USPTO retrosynthesis dataset with 1.9M reactions from patents (1976-2016). The task is: Predict the reactants needed to synthesize the given product. (1) Given the product [CH2:20]([N:17]1[CH2:18][CH2:19][N:14]([CH2:7][C:8]2[CH:9]=[CH:10][CH:11]=[CH:12][CH:13]=2)[CH:15]([C:27]([F:29])([F:30])[F:28])[CH2:16]1)[C:21]1[CH:22]=[CH:23][CH:24]=[CH:25][CH:26]=1.[F:28][C:27]([F:30])([F:29])[CH:15]1[CH2:16][NH:17][CH2:18][CH2:19][NH:14]1, predict the reactants needed to synthesize it. The reactants are: [H-].[H-].[H-].[H-].[Li+].[Al+3].[CH2:7]([N:14]1[CH2:19][CH2:18][N:17]([CH2:20][C:21]2[CH:26]=[CH:25][CH:24]=[CH:23][CH:22]=2)[CH2:16][CH:15]1[C:27]([F:30])([F:29])[F:28])[C:8]1[CH:13]=[CH:12][CH:11]=[CH:10][CH:9]=1. (2) Given the product [Br:37][C:8]1[CH:7]=[C:12]([S:13][C:14]2[CH:15]=[C:16]3[C:21](=[C:22]([CH3:24])[CH:23]=2)[N:20]=[CH:19][C:18]([C:25]([NH2:27])=[O:26])=[C:17]3[NH:28][C:29]2[CH:34]=[CH:33][CH:32]=[C:31]([O:35][CH3:36])[CH:30]=2)[CH:11]=[CH:10][CH:9]=1, predict the reactants needed to synthesize it. The reactants are: OCCCCC[CH2:7][CH2:8][CH2:9][CH2:10][CH2:11][CH2:12][S:13][C:14]1[CH:15]=[C:16]2[C:21](=[C:22]([CH3:24])[CH:23]=1)[N:20]=[CH:19][C:18]([C:25]([NH2:27])=[O:26])=[C:17]2[NH:28][C:29]1[CH:34]=[CH:33][CH:32]=[C:31]([O:35][CH3:36])[CH:30]=1.[Br:37]C1C=C(S)C=CC=1. (3) Given the product [CH3:15][NH:16][C:17]([C:19]1[C:24]([NH:25][C:26]2[C:31]([Cl:32])=[CH:30][N:29]=[C:28]([NH:1][C:2]3[CH:3]=[CH:4][C:5]4[CH2:11][CH2:10][N:9]([CH3:12])[C:8](=[O:13])[CH2:7][C:6]=4[CH:14]=3)[N:27]=2)=[CH:23][CH:22]=[CH:21][N:20]=1)=[O:18], predict the reactants needed to synthesize it. The reactants are: [NH2:1][C:2]1[CH:3]=[CH:4][C:5]2[CH2:11][CH2:10][N:9]([CH3:12])[C:8](=[O:13])[CH2:7][C:6]=2[CH:14]=1.[CH3:15][NH:16][C:17]([C:19]1[C:24]([NH:25][C:26]2[C:31]([Cl:32])=[CH:30][N:29]=[C:28](Cl)[N:27]=2)=[CH:23][CH:22]=[CH:21][N:20]=1)=[O:18]. (4) Given the product [CH3:57][O:58][C:59]([NH:61][C@H:62]([C:66]1[CH:71]=[CH:70][CH:69]=[CH:68][CH:67]=1)[C:63]([N:45]1[CH2:46][C@@H:47]([CH3:49])[CH2:48][C@H:44]1[C:42]1[NH:43][C:39]([C:34]2[CH:35]=[C:36]3[CH2:37][O:38][C:25]4[CH:24]=[C:23]5[C:28]([CH:29]=[CH:30][C:20]6[N:19]=[C:18]([C@@H:13]7[CH2:14][CH2:15][C@H:16]([CH3:17])[N:12]7[C:10](=[O:11])[C@@H:6]([NH:5][C:3](=[O:4])[O:2][CH3:1])[CH:7]([CH3:9])[CH3:8])[NH:22][C:21]=65)=[CH:27][C:26]=4[C:31]3=[CH:32][CH:33]=2)=[CH:40][N:41]=1)=[O:65])=[O:60], predict the reactants needed to synthesize it. The reactants are: [CH3:1][O:2][C:3]([NH:5][C@H:6]([C:10]([N:12]1[C@@H:16]([CH3:17])[CH2:15][CH2:14][C@H:13]1[C:18]1[NH:22][C:21]2[C:23]3[C:28]([CH:29]=[CH:30][C:20]=2[N:19]=1)=[CH:27][C:26]1[C:31]2[C:36]([CH2:37][O:38][C:25]=1[CH:24]=3)=[CH:35][C:34]([C:39]1[NH:43][C:42]([C@@H:44]3[CH2:48][C@H:47]([CH3:49])[CH2:46][N:45]3C(OC(C)(C)C)=O)=[N:41][CH:40]=1)=[CH:33][CH:32]=2)=[O:11])[CH:7]([CH3:9])[CH3:8])=[O:4].[CH3:57][O:58][C:59]([NH:61][C@H:62]([C:66]1[CH:71]=[CH:70][CH:69]=[CH:68][CH:67]=1)[C:63]([OH:65])=O)=[O:60].CCOC(C(C#N)=NOC(N1CCOCC1)=[N+](C)C)=O.F[P-](F)(F)(F)(F)F.C(N(C(C)C)CC)(C)C. (5) The reactants are: CC1S[C:4]([C:10]2[CH:15]=[CH:14][CH:13]=[CH:12][CH:11]=2)=[C:5]([C:7]([OH:9])=[O:8])[N:6]=1.[C:16]1(B(O)O)[CH:21]=[CH:20][CH:19]=[CH:18][CH:17]=1.[C:25]([O-])([O-])=O.[K+].[K+]. Given the product [CH:13]1([C:14]2[N:6]=[C:5]([C:7]([O:9][CH3:25])=[O:8])[C:4]([C:16]3[CH:21]=[CH:20][CH:19]=[CH:18][CH:17]=3)=[CH:10][CH:15]=2)[CH2:12][CH2:11]1, predict the reactants needed to synthesize it. (6) Given the product [CH3:20][O:19][C:14]1[CH:15]=[CH:16][CH:17]=[CH:18][C:13]=1[CH2:12][NH:11][C:9]([NH:8][C:4]1[CH:3]=[C:2]([C:21]2[CH:26]=[CH:25][CH:24]=[CH:23][CH:22]=2)[CH:7]=[CH:6][N:5]=1)=[NH:10], predict the reactants needed to synthesize it. The reactants are: Br[C:2]1[CH:7]=[CH:6][N:5]=[C:4]([NH:8][C:9]([NH:11][CH2:12][C:13]2[CH:18]=[CH:17][CH:16]=[CH:15][C:14]=2[O:19][CH3:20])=[NH:10])[CH:3]=1.[C:21]1(OB(O)O)[CH:26]=[CH:25][CH:24]=[CH:23][CH:22]=1.C(=O)([O-])[O-].[Na+].[Na+]. (7) Given the product [CH2:1]([O:8][C:9]1[CH:10]=[CH:11][C:12]([CH2:15][Br:17])=[N:13][CH:14]=1)[C:2]1[CH:7]=[CH:6][CH:5]=[CH:4][CH:3]=1, predict the reactants needed to synthesize it. The reactants are: [CH2:1]([O:8][C:9]1[CH:10]=[CH:11][C:12]([CH2:15]O)=[N:13][CH:14]=1)[C:2]1[CH:7]=[CH:6][CH:5]=[CH:4][CH:3]=1.[Br:17]N1C(=O)CCC1=O.C1(P(C2C=CC=CC=2)C2C=CC=CC=2)C=CC=CC=1. (8) Given the product [CH2:1]([N:8]1[C:9](=[O:43])[C:10]2[N:11]=[C:12]([C:17]3[C:18]([N:37]([CH3:42])[S:38]([CH3:41])(=[O:40])=[O:39])=[CH:19][C:20]4[O:24][C:23]([C:25]5[CH:30]=[CH:29][C:28]([F:31])=[CH:27][CH:26]=5)=[C:22]([C:32]([NH:33][CH3:34])=[O:35])[C:21]=4[CH:36]=3)[CH:13]=[CH:14][C:15]=2[O:16][CH2:44]1)[C:2]1[CH:7]=[CH:6][CH:5]=[CH:4][CH:3]=1, predict the reactants needed to synthesize it. The reactants are: [CH2:1]([NH:8][C:9](=[O:43])[C:10]1[C:15]([OH:16])=[CH:14][CH:13]=[C:12]([C:17]2[C:18]([N:37]([CH3:42])[S:38]([CH3:41])(=[O:40])=[O:39])=[CH:19][C:20]3[O:24][C:23]([C:25]4[CH:30]=[CH:29][C:28]([F:31])=[CH:27][CH:26]=4)=[C:22]([C:32](=[O:35])[NH:33][CH3:34])[C:21]=3[CH:36]=2)[N:11]=1)[C:2]1[CH:7]=[CH:6][CH:5]=[CH:4][CH:3]=1.[C:44]([O-])([O-])=O.[Cs+].[Cs+].ClCI.